From a dataset of Catalyst prediction with 721,799 reactions and 888 catalyst types from USPTO. Predict which catalyst facilitates the given reaction. (1) Product: [CH:38]1([CH2:37][N:34]2[CH:35]=[CH:36][C:31]([C:6]3[CH:5]=[CH:4][C:3]([NH:17][CH:18]4[CH2:19][CH2:20][O:21][CH2:22][CH2:23]4)=[C:2]([F:1])[CH:7]=3)=[C:32]([C:42]#[N:43])[C:33]2=[O:41])[CH2:39][CH2:40]1. The catalyst class is: 752. Reactant: [F:1][C:2]1[CH:7]=[C:6](B2OC(C)(C)C(C)(C)O2)[CH:5]=[CH:4][C:3]=1[NH:17][CH:18]1[CH2:23][CH2:22][O:21][CH2:20][CH2:19]1.C([O-])([O-])=O.[Na+].[Na+].Br[C:31]1[CH:36]=[CH:35][N:34]([CH2:37][CH:38]2[CH2:40][CH2:39]2)[C:33](=[O:41])[C:32]=1[C:42]#[N:43]. (2) Reactant: [O:1]1[CH2:5][CH2:4][CH2:3][CH:2]1[CH2:6][OH:7].N1C=CC=C[CH:9]=1.C[C:15]1[CH:20]=[CH:19][C:18]([S:21](Cl)(=[O:23])=[O:22])=[CH:17][CH:16]=1.O. Product: [CH3:9][S:21]([C:18]1[CH:19]=[CH:20][C:15]([O:7][CH2:6][CH:2]2[CH2:3][CH2:4][CH2:5][O:1]2)=[CH:16][CH:17]=1)(=[O:23])=[O:22]. The catalyst class is: 2. (3) Reactant: [Cl:1][C:2]1[C:10]2[C:9]3[CH2:11][N:12]([CH2:21][CH2:22][N:23]4[CH2:28][CH2:27][CH2:26][CH2:25][CH2:24]4)[C:13](=[O:20])[C@H:14]([CH2:16][C:17]([OH:19])=O)[CH2:15][C:8]=3[CH:7]=[C:6]([Cl:29])[C:5]=2[NH:4][N:3]=1.C(N(CC)C(C)C)(C)C.CN(C(ON1N=NC2C=CC=CC1=2)=[N+](C)C)C.[B-](F)(F)(F)F.Cl.Cl.[NH:63]1[CH2:68][CH2:67][CH:66]([N:69]2[C:77]3[C:72](=[N:73][CH:74]=[CH:75][CH:76]=3)[NH:71][C:70]2=[O:78])[CH2:65][CH2:64]1. Product: [Cl:1][C:2]1[C:10]2[C:9]3[CH2:11][N:12]([CH2:21][CH2:22][N:23]4[CH2:28][CH2:27][CH2:26][CH2:25][CH2:24]4)[C:13](=[O:20])[C@H:14]([CH2:16][C:17](=[O:19])[N:63]4[CH2:64][CH2:65][CH:66]([N:69]5[C:77]6[C:72](=[N:73][CH:74]=[CH:75][CH:76]=6)[NH:71][C:70]5=[O:78])[CH2:67][CH2:68]4)[CH2:15][C:8]=3[CH:7]=[C:6]([Cl:29])[C:5]=2[NH:4][N:3]=1. The catalyst class is: 9.